Dataset: Full USPTO retrosynthesis dataset with 1.9M reactions from patents (1976-2016). Task: Predict the reactants needed to synthesize the given product. Given the product [CH3:1][O:2][CH2:3][C@H:4]1[C@@H:6]([CH:7]=[O:8])[C@@:5]1([CH3:23])[C:9]1[CH:18]=[CH:17][C:16]2[C:15]([CH3:20])([CH3:19])[CH2:14][CH2:13][C:12]([CH3:22])([CH3:21])[C:11]=2[CH:10]=1, predict the reactants needed to synthesize it. The reactants are: [CH3:1][O:2][CH2:3][C@@H:4]1[C@H:6]([CH:7]=[O:8])[C@:5]1([CH3:23])[C:9]1[CH:18]=[CH:17][C:16]2[C:15]([CH3:20])([CH3:19])[CH2:14][CH2:13][C:12]([CH3:22])([CH3:21])[C:11]=2[CH:10]=1.CC12C(C)(C)C(C(OC[C@@H]3[C@H](COC)[C@]3(C)C3C=CC4C(C)(C)CCC(C)(C)C=4C=3)=O)(CC1)OC2=O.